From a dataset of Forward reaction prediction with 1.9M reactions from USPTO patents (1976-2016). Predict the product of the given reaction. (1) Given the reactants [N+:1]([C:4]1[CH:5]=[C:6]2[C:10](=[CH:11][CH:12]=1)[CH2:9][NH:8][CH2:7]2)([O-])=O.[H][H], predict the reaction product. The product is: [CH2:9]1[C:10]2[C:6](=[CH:5][C:4]([NH2:1])=[CH:12][CH:11]=2)[CH2:7][NH:8]1. (2) Given the reactants [OH:1][C:2]1[CH:3]=[N:4][CH:5]=[CH:6][CH:7]=1.C(=O)([O-])[O-].[Cs+].[Cs+].[Cl:14][C:15]1[CH:20]=[CH:19][C:18]([C:21]2([C:25]([N:27]3[CH2:32][CH2:31][CH2:30][CH:29]([CH2:33]OS(C)(=O)=O)[CH2:28]3)=[O:26])[CH2:24][CH2:23][CH2:22]2)=[CH:17][CH:16]=1.O1C2C=CC(OCC3CCCN(C(C4(C5C=CC(Cl)=CC=5)CCC4)=O)C3)=CC=2OC1, predict the reaction product. The product is: [Cl:14][C:15]1[CH:20]=[CH:19][C:18]([C:21]2([C:25]([N:27]3[CH2:32][CH2:31][CH2:30][CH:29]([CH2:33][O:1][C:2]4[CH:3]=[N:4][CH:5]=[CH:6][CH:7]=4)[CH2:28]3)=[O:26])[CH2:24][CH2:23][CH2:22]2)=[CH:17][CH:16]=1.